From a dataset of Reaction yield outcomes from USPTO patents with 853,638 reactions. Predict the reaction yield, written as a fraction of the theoretical maximum amount of product (1.0 means a 100% yield; for example, 0.34 means a 34% yield). (1) The reactants are [Cl:1][C:2]1[CH:10]=[C:6]([C:7]([OH:9])=O)[C:5]([OH:11])=[CH:4][CH:3]=1.[NH2:12][C:13]1[CH:18]=[CH:17][C:16]([N:19]2[C:23]([C:24]3[CH:29]=[CH:28][CH:27]=[CH:26][CH:25]=3)=[CH:22][C:21]([C:30]([F:33])([F:32])[F:31])=[N:20]2)=[CH:15][CH:14]=1. No catalyst specified. The product is [Cl:1][C:2]1[CH:3]=[CH:4][C:5]([OH:11])=[C:6]([CH:10]=1)[C:7]([NH:12][C:13]1[CH:18]=[CH:17][C:16]([N:19]2[C:23]([C:24]3[CH:29]=[CH:28][CH:27]=[CH:26][CH:25]=3)=[CH:22][C:21]([C:30]([F:33])([F:32])[F:31])=[N:20]2)=[CH:15][CH:14]=1)=[O:9]. The yield is 0.732. (2) The reactants are [CH3:1][C@@H:2]([NH:13][CH2:14][CH2:15][CH2:16][C:17]1[CH:18]=[CH:19][CH:20]=[C:21]([C:23]([F:26])([F:25])[F:24])[CH:22]=1)[C:3]1[CH:4]=[CH:5][CH:6]=[C:7]2[CH:12]=[CH:11][CH:10]=[CH:9][C:8]=12.[ClH:27]. The catalyst is C(OC(C)C)(C)C. The product is [CH3:1][C@@H:2]([NH:13][CH2:14][CH2:15][CH2:16][C:17]1[CH:18]=[CH:19][CH:20]=[C:21]([C:23]([F:24])([F:25])[F:26])[CH:22]=1)[C:3]1[CH:4]=[CH:5][CH:6]=[C:7]2[CH:12]=[CH:11][CH:10]=[CH:9][C:8]=12.[ClH:27]. The yield is 0.865. (3) The reactants are CCCCCC.C([Li])CCC.[CH2:12]([O:19][C:20]1[CH:25]=[CH:24][CH:23]=[CH:22][C:21]=1Br)[C:13]1[CH:18]=[CH:17][CH:16]=[CH:15][CH:14]=1.[F:27][C:28]([F:39])([F:38])[O:29][C:30]1[CH:37]=[CH:36][C:33](C=O)=[CH:32][CH:31]=1.[Cl-].[NH4+].C1C[O:45][CH2:44]C1. No catalyst specified. The product is [CH2:12]([O:19][C:20]1[CH:25]=[CH:24][CH:23]=[CH:22][C:21]=1[CH:44]([C:37]1[CH:36]=[CH:33][CH:32]=[CH:31][C:30]=1[O:29][C:28]([F:27])([F:38])[F:39])[OH:45])[C:13]1[CH:18]=[CH:17][CH:16]=[CH:15][CH:14]=1. The yield is 0.770. (4) The reactants are [Cl:1][C:2]1[CH:37]=[CH:36][C:5]([CH2:6][CH2:7][NH:8][C:9]([C:11]2[CH:12]=[C:13]3[C:17](=[CH:18][CH:19]=2)[N:16]([C:20]2[CH:25]=[CH:24][C:23]([CH2:26][C:27]([O:29]C(C)(C)C)=[O:28])=[CH:22][C:21]=2[C:34]#[N:35])[N:15]=[CH:14]3)=[O:10])=[CH:4][CH:3]=1.C(O)(C(F)(F)F)=O. The catalyst is C(Cl)Cl. The product is [Cl:1][C:2]1[CH:3]=[CH:4][C:5]([CH2:6][CH2:7][NH:8][C:9]([C:11]2[CH:12]=[C:13]3[C:17](=[CH:18][CH:19]=2)[N:16]([C:20]2[CH:25]=[CH:24][C:23]([CH2:26][C:27]([OH:29])=[O:28])=[CH:22][C:21]=2[C:34]#[N:35])[N:15]=[CH:14]3)=[O:10])=[CH:36][CH:37]=1. The yield is 0.790. (5) The reactants are Br[C:2]1[CH:3]=[N:4][CH:5]=[C:6]([C:8]([F:11])([F:10])[F:9])[CH:7]=1.[CH3:12][N:13](C=O)C. The catalyst is CCOCC.[NH4+].[OH-].[C-]#N.[C-]#N.[Zn+2].C1C=CC([P]([Pd]([P](C2C=CC=CC=2)(C2C=CC=CC=2)C2C=CC=CC=2)([P](C2C=CC=CC=2)(C2C=CC=CC=2)C2C=CC=CC=2)[P](C2C=CC=CC=2)(C2C=CC=CC=2)C2C=CC=CC=2)(C2C=CC=CC=2)C2C=CC=CC=2)=CC=1. The product is [F:9][C:8]([F:11])([F:10])[C:6]1[CH:5]=[N:4][CH:3]=[C:2]([CH:7]=1)[C:12]#[N:13]. The yield is 0.440.